From a dataset of Catalyst prediction with 721,799 reactions and 888 catalyst types from USPTO. Predict which catalyst facilitates the given reaction. (1) The catalyst class is: 12. Reactant: [NH2:1][CH:2]1[CH2:7][CH2:6][CH:5]([C:8]2[N:12]([CH3:13])[N:11]=[CH:10][C:9]=2[NH:14][C:15]([C:17]2[N:18]=[C:19]([C:30]3[C:35]([F:36])=[CH:34][CH:33]=[CH:32][C:31]=3[F:37])[S:20][C:21]=2[NH:22]C(=O)OC(C)(C)C)=[O:16])[CH2:4][CH2:3]1.Cl. Product: [NH2:22][C:21]1[S:20][C:19]([C:30]2[C:35]([F:36])=[CH:34][CH:33]=[CH:32][C:31]=2[F:37])=[N:18][C:17]=1[C:15]([NH:14][C:9]1[CH:10]=[N:11][N:12]([CH3:13])[C:8]=1[CH:5]1[CH2:6][CH2:7][CH:2]([NH2:1])[CH2:3][CH2:4]1)=[O:16]. (2) Reactant: [NH2:1][C:2]1[CH:7]=[CH:6][C:5]([N:8]2[CH2:11][CH:10]([OH:12])[CH2:9]2)=[C:4]([F:13])[CH:3]=1.N1C=CC=CC=1.Cl[C:21]([O:23][C:24]1[CH:29]=[CH:28][CH:27]=[CH:26][CH:25]=1)=[O:22]. Product: [F:13][C:4]1[CH:3]=[C:2]([NH:1][C:21](=[O:22])[O:23][C:24]2[CH:29]=[CH:28][CH:27]=[CH:26][CH:25]=2)[CH:7]=[CH:6][C:5]=1[N:8]1[CH2:9][CH:10]([OH:12])[CH2:11]1. The catalyst class is: 21. (3) Reactant: Cl[S:2]([N:5]=[C:6]=[O:7])(=[O:4])=[O:3].[C:8]([OH:12])([CH3:11])([CH3:10])[CH3:9].[CH3:13][O:14][C:15](=[O:39])[CH2:16][NH:17][C:18]1[CH:19]=[C:20]2[C:25](=[CH:26][C:27]=1[O:28][CH2:29][C:30]1[CH:35]=[CH:34][CH:33]=[CH:32][CH:31]=1)[O:24][C:23](=[O:36])[C:22]([O:37][CH3:38])=[CH:21]2.C(N(CC)CC)C. Product: [CH3:13][O:14][C:15](=[O:39])[CH2:16][N:17]([S:2](=[O:4])(=[O:3])[NH:5][C:6]([O:12][C:8]([CH3:11])([CH3:10])[CH3:9])=[O:7])[C:18]1[CH:19]=[C:20]2[C:25](=[CH:26][C:27]=1[O:28][CH2:29][C:30]1[CH:35]=[CH:34][CH:33]=[CH:32][CH:31]=1)[O:24][C:23](=[O:36])[C:22]([O:37][CH3:38])=[CH:21]2. The catalyst class is: 34.